Dataset: Forward reaction prediction with 1.9M reactions from USPTO patents (1976-2016). Task: Predict the product of the given reaction. (1) Given the reactants N1C2C(=CC=CC=2)C=C(B(O)[OH:12])C=1.Br[C:15]1[CH:24]=[CH:23][CH:22]=[C:21]2[C:16]=1[CH:17]=[CH:18][N:19]=[C:20]2[C:25]1[CH:26]=[N:27][C:28]2[C:33]([CH:34]=1)=[CH:32][CH:31]=[CH:30][CH:29]=2.[C:35]([C:37]1[CH:42]=[CH:41][C:40](B2OC(C)(C)C(C)(C)O2)=[CH:39][C:38]=1[NH:52][CH:53]1[CH2:58][CH2:57][CH:56]([OH:59])[CH2:55][CH2:54]1)#[N:36], predict the reaction product. The product is: [OH:59][CH:56]1[CH2:57][CH2:58][CH:53]([NH:52][C:38]2[CH:39]=[C:40]([C:15]3[CH:24]=[CH:23][CH:22]=[C:21]4[C:16]=3[CH:17]=[CH:18][N:19]=[C:20]4[C:25]3[CH:26]=[N:27][C:28]4[C:33]([CH:34]=3)=[CH:32][CH:31]=[CH:30][CH:29]=4)[CH:41]=[CH:42][C:37]=2[C:35]([NH2:36])=[O:12])[CH2:54][CH2:55]1. (2) Given the reactants CC1C(=O)NC(=O)N2C=CSC=12.C(=O)([O-])[O-].[Cs+].[Cs+].[CH3:19][O:20][C:21](=[O:30])[C:22]1[CH:27]=[CH:26][C:25](CBr)=[CH:24][CH:23]=1, predict the reaction product. The product is: [CH3:19][O:20][C:21](=[O:30])[C:22]1[CH:27]=[CH:26][CH:25]=[CH:24][CH:23]=1. (3) Given the reactants [NH:1]1[C:5]([C:6]2[CH:15]=[CH:14][C:9]([C:10](OC)=[O:11])=[CH:8][CH:7]=2)=[N:4][N:3]=[N:2]1.O.[NH2:17][NH2:18], predict the reaction product. The product is: [NH:1]1[C:5]([C:6]2[CH:15]=[CH:14][C:9]([C:10]([NH:17][NH2:18])=[O:11])=[CH:8][CH:7]=2)=[N:4][N:3]=[N:2]1.